This data is from Forward reaction prediction with 1.9M reactions from USPTO patents (1976-2016). The task is: Predict the product of the given reaction. (1) Given the reactants [ClH:1].Cl.[CH3:3][NH:4][C@@H:5]([C:13]1[CH:18]=[CH:17][CH:16]=[CH:15][CH:14]=1)[CH2:6][N:7]1[CH2:11][CH2:10][C@H:9]([OH:12])[CH2:8]1.[F:19][C:20]([F:32])([F:31])[C:21]1[CH:26]=[CH:25][C:24]([CH2:27][C:28]([OH:30])=O)=[CH:23][CH:22]=1.C(N(CC)C(C)C)(C)C.F[B-](F)(F)F.N1(OC(N(C)C)=[N+](C)C)C2C=CC=CC=2N=N1.Cl, predict the reaction product. The product is: [ClH:1].[OH:12][C@H:9]1[CH2:10][CH2:11][N:7]([CH2:6][C@@H:5]([N:4]([CH3:3])[C:28](=[O:30])[CH2:27][C:24]2[CH:23]=[CH:22][C:21]([C:20]([F:19])([F:32])[F:31])=[CH:26][CH:25]=2)[C:13]2[CH:18]=[CH:17][CH:16]=[CH:15][CH:14]=2)[CH2:8]1. (2) The product is: [CH3:6][N:5]([CH3:7])[CH2:4][CH2:3][O:14][C:15]1[CH:16]=[CH:17][C:18]([C:21]2[C:29]3[C:24](=[CH:25][C:26]([N:30]4[CH2:31][CH2:32][N:33]([C:36]([O:38][C:39]([CH3:42])([CH3:41])[CH3:40])=[O:37])[CH2:34][CH2:35]4)=[CH:27][CH:28]=3)[N:23]([C:43]3[CH:44]=[CH:45][N:46]=[CH:47][CH:48]=3)[CH:22]=2)=[CH:19][CH:20]=1. Given the reactants Cl.Cl[CH2:3][CH2:4][N:5]([CH3:7])[CH3:6].C(=O)([O-])[O-].[Cs+].[Cs+].[OH:14][C:15]1[CH:20]=[CH:19][C:18]([C:21]2[C:29]3[C:24](=[CH:25][C:26]([N:30]4[CH2:35][CH2:34][N:33]([C:36]([O:38][C:39]([CH3:42])([CH3:41])[CH3:40])=[O:37])[CH2:32][CH2:31]4)=[CH:27][CH:28]=3)[N:23]([C:43]3[CH:48]=[CH:47][N:46]=[CH:45][CH:44]=3)[CH:22]=2)=[CH:17][CH:16]=1.O, predict the reaction product.